Dataset: Reaction yield outcomes from USPTO patents with 853,638 reactions. Task: Predict the reaction yield, written as a fraction of the theoretical maximum amount of product (1.0 means a 100% yield; for example, 0.34 means a 34% yield). (1) The reactants are [CH3:1][C:2]1[C:3]([C:8]([OH:10])=O)=[N:4][CH:5]=[CH:6][CH:7]=1.C(Cl)(=O)C(Cl)=O.[NH2:17][C:18]1[CH:19]=[C:20]([CH:37]=[CH:38][CH:39]=1)[O:21][C:22]1[CH:23]=[CH:24][C:25]2[N:26]([CH:28]=[C:29]([NH:31][C:32]([CH:34]3[CH2:36][CH2:35]3)=[O:33])[N:30]=2)[CH:27]=1. The catalyst is O1CCCC1.CN(C)C=O.O. The product is [CH:34]1([C:32]([NH:31][C:29]2[N:30]=[C:25]3[CH:24]=[CH:23][C:22]([O:21][C:20]4[CH:19]=[C:18]([NH:17][C:8]([C:3]5[C:2]([CH3:1])=[CH:7][CH:6]=[CH:5][N:4]=5)=[O:10])[CH:39]=[CH:38][CH:37]=4)=[CH:27][N:26]3[CH:28]=2)=[O:33])[CH2:35][CH2:36]1. The yield is 0.700. (2) The reactants are CCN(C(C)C)C(C)C.C1C=CC2N(O)N=NC=2C=1.CCN=C=NCCCN(C)C.[C:31]1([C:37]2[NH:41][N:40]=[C:39]([C:42]([NH:44][CH2:45][C:46]([OH:48])=O)=[O:43])[CH:38]=2)[CH:36]=[CH:35][CH:34]=[CH:33][CH:32]=1.Cl.[NH:50]1[CH2:53][CH:52]([O:54][C:55]2[CH:56]=[C:57]([CH:60]=[CH:61][C:62]=2[CH3:63])[C:58]#[N:59])[CH2:51]1.Cl.FC(F)(F)C1C=C(C=CC=1)OC1CNC1. The catalyst is CN(C=O)C. The product is [C:58]([C:57]1[CH:60]=[CH:61][C:62]([CH3:63])=[C:55]([CH:56]=1)[O:54][CH:52]1[CH2:51][N:50]([C:46](=[O:48])[CH2:45][NH:44][C:42]([C:39]2[CH:38]=[C:37]([C:31]3[CH:32]=[CH:33][CH:34]=[CH:35][CH:36]=3)[NH:41][N:40]=2)=[O:43])[CH2:53]1)#[N:59]. The yield is 0.225. (3) The reactants are Cl.Cl[C:3]1[N:8]=[C:7]([NH:9][C@@H:10]2[CH2:18][C@H:17]3[N:13]([CH2:14][CH2:15][CH2:16]3)[C:12]([CH3:20])([CH3:19])[CH2:11]2)[C:6]([F:21])=[CH:5][N:4]=1.[NH2:22][C:23]1[CH:24]=[CH:25][C:26]([O:36][C:37]([CH3:48])([CH3:47])[CH2:38][O:39][Si](C(C)(C)C)(C)C)=[C:27]([N:29]2[C:33](=[O:34])[N:32]([CH3:35])[N:31]=[N:30]2)[CH:28]=1. The catalyst is CC(O)C. The product is [NH3:4].[CH3:33][OH:34].[OH:39][CH2:38][C:37]([CH3:48])([O:36][C:26]1[CH:25]=[CH:24][C:23]([NH:22][C:3]2[N:8]=[C:7]([NH:9][C@@H:10]3[CH2:18][C@H:17]4[N:13]([CH2:14][CH2:15][CH2:16]4)[C:12]([CH3:20])([CH3:19])[CH2:11]3)[C:6]([F:21])=[CH:5][N:4]=2)=[CH:28][C:27]=1[N:29]1[C:33](=[O:34])[N:32]([CH3:35])[N:31]=[N:30]1)[CH3:47]. The yield is 0.0100. (4) The yield is 0.550. The product is [F:18][CH:16]([F:17])[C:7]1[CH:6]=[C:5]2[C:4]([C:3](=[O:20])[N:26]([NH:25][S:22]([CH3:21])(=[O:24])=[O:23])[C:29](=[O:27])[NH:19]2)=[CH:9][C:8]=1[C:10]1[N:11]([CH3:15])[N:12]=[CH:13][CH:14]=1. No catalyst specified. The reactants are CO[C:3](=[O:20])[C:4]1[CH:9]=[C:8]([C:10]2[N:11]([CH3:15])[N:12]=[CH:13][CH:14]=2)[C:7]([CH:16]([F:18])[F:17])=[CH:6][C:5]=1[NH2:19].[CH3:21][S:22]([NH:25][NH2:26])(=[O:24])=[O:23].[OH-:27].[Na+].[CH2:29](Cl)Cl. (5) The reactants are [OH:1][C:2]1[CH:7]=[C:6]([OH:8])[CH:5]=[CH:4][C:3]=1[C:9]1[S:10][CH2:11][CH:12]([C:14]([OH:16])=[O:15])[N:13]=1. The catalyst is O=[Mn]=O.CN(C=O)C. The product is [OH:1][C:2]1[CH:7]=[C:6]([OH:8])[CH:5]=[CH:4][C:3]=1[C:9]1[S:10][CH:11]=[C:12]([C:14]([OH:16])=[O:15])[N:13]=1. The yield is 0.430. (6) The reactants are [O-]CC.[Na+].[C:5]([O:12][CH2:13][CH3:14])(=[O:11])[C:6]([O:8]CC)=O.[CH3:15][C:16](=[O:21])[C:17]([CH3:20])([CH3:19])[CH3:18]. The catalyst is C(O)C. The product is [OH:8][C:6](=[CH:15][C:16](=[O:21])[C:17]([CH3:20])([CH3:19])[CH3:18])[C:5]([O:12][CH2:13][CH3:14])=[O:11]. The yield is 0.900. (7) The reactants are CC([O-])(C)C.[K+].[N:7]1[C:12]([CH3:13])=[CH:11][CH:10]=[CH:9][C:8]=1[CH3:14].[SiH:15]([CH2:20][CH3:21])([CH2:18][CH3:19])[CH2:16][CH3:17]. The catalyst is C1COCC1. The product is [CH3:14][C:8]1[CH:9]=[CH:10][CH:11]=[C:12]([CH2:13][Si:15]([CH2:20][CH3:21])([CH2:18][CH3:19])[CH2:16][CH3:17])[N:7]=1. The yield is 0.530.